Dataset: Full USPTO retrosynthesis dataset with 1.9M reactions from patents (1976-2016). Task: Predict the reactants needed to synthesize the given product. The reactants are: BrBr.[S-:3][C:4]#[N:5].[K+].[F:7][C:8]([F:22])([F:21])[O:9][C:10]1[CH:11]=[C:12]2[C:17](=[CH:18][CH:19]=1)[NH:16][CH2:15][CH2:14][C:13]2=[O:20]. Given the product [NH:5]=[C:4]1[N:16]2[C:17]3[C:12]([C:13](=[O:20])[CH2:14][CH2:15]2)=[CH:11][C:10]([O:9][C:8]([F:21])([F:7])[F:22])=[CH:19][C:18]=3[S:3]1, predict the reactants needed to synthesize it.